From a dataset of Peptide-MHC class I binding affinity with 185,985 pairs from IEDB/IMGT. Regression. Given a peptide amino acid sequence and an MHC pseudo amino acid sequence, predict their binding affinity value. This is MHC class I binding data. The peptide sequence is LQRFSVAPM. The MHC is HLA-A11:01 with pseudo-sequence HLA-A11:01. The binding affinity (normalized) is 0.0847.